From a dataset of Plasma protein binding rate (PPBR) regression data from AstraZeneca. Regression/Classification. Given a drug SMILES string, predict its absorption, distribution, metabolism, or excretion properties. Task type varies by dataset: regression for continuous measurements (e.g., permeability, clearance, half-life) or binary classification for categorical outcomes (e.g., BBB penetration, CYP inhibition). For this dataset (ppbr_az), we predict Y. (1) The molecule is Cc1ccc(CCC[N+]23CCC(CC2)[C@@H](OC(=O)[C@](C)(c2ccccc2)N2CCCCC2)C3)cn1. The Y is 86.0 %. (2) The drug is CC(CCc1ccccc1)NCC(O)c1ccc(O)c(C(N)=O)c1. The Y is 62.4 %. (3) The molecule is Cc1cn([C@H]2CCCN(S(=O)(=O)c3ccc(C#N)c(Oc4cccc(Cl)c4)c3)C2)c(=O)[nH]c1=O. The Y is 97.7 %. (4) The drug is CNCc1ccc(-c2[nH]c3cc(F)cc4c3c2CCNC4=O)cc1. The Y is 76.8 %. (5) The Y is 83.0 %. The molecule is CC(=O)NCc1cccc(C(=O)O)c1. (6) The molecule is C#CCN(C)[C@H](C)Cc1ccccc1. The Y is 72.9 %. (7) The molecule is COCC(C)n1nc(C)c(C(=O)N[C@@H](C)C(C)(C)C)c1NS(=O)(=O)c1ccc(C)cc1. The Y is 91.6 %. (8) The drug is O=C1CN(C(=O)c2ccco2)C(c2ccccc2)c2cc(Cl)ccc2N1. The Y is 89.9 %. (9) The molecule is O=C(CC1CCN(Cc2ccn(-c3ccc(C(F)(F)F)cn3)c2)CC1)NC(c1ccc(F)cc1)c1ccc(F)cc1. The Y is 99.5 %.